Dataset: Forward reaction prediction with 1.9M reactions from USPTO patents (1976-2016). Task: Predict the product of the given reaction. (1) The product is: [CH3:14][C:10]1[CH:11]=[C:12]([CH3:13])[N:8]([CH2:7][C:6](=[O:15])[CH2:16][C:17](=[O:18])[CH3:19])[N:9]=1. Given the reactants [H-].[Na+].C(O[C:6](=[O:15])[CH2:7][N:8]1[C:12]([CH3:13])=[CH:11][C:10]([CH3:14])=[N:9]1)C.[CH3:16][C:17]([CH3:19])=[O:18].Cl, predict the reaction product. (2) Given the reactants [OH:1][CH2:2][C:3]1[CH:4]=[C:5]([CH:10]=[CH:11][N:12]=1)[C:6]([O:8][CH3:9])=[O:7].CC(OI1(OC(C)=O)(OC(C)=O)OC(=O)C2C=CC=CC1=2)=O.[Na], predict the reaction product. The product is: [CH:2]([C:3]1[CH:4]=[C:5]([CH:10]=[CH:11][N:12]=1)[C:6]([O:8][CH3:9])=[O:7])=[O:1]. (3) Given the reactants [Br:1][C:2]1[CH:7]=[C:6]([F:8])[CH:5]=[CH:4][C:3]=1[CH:9]1[C:14]([C:15]([O:17][CH2:18][CH3:19])=[O:16])=[C:13]([CH2:20]Br)[NH:12][C:11]([C:22]2[S:23][CH:24]=[C:25]([CH2:27][C:28]([NH:30][CH:31]([CH3:33])[CH3:32])=[O:29])[N:26]=2)=[N:10]1.[NH:34]1[CH2:39][CH2:38][O:37][CH2:36][CH:35]1[C:40]([OH:42])=[O:41], predict the reaction product. The product is: [Br:1][C:2]1[CH:7]=[C:6]([F:8])[CH:5]=[CH:4][C:3]=1[CH:9]1[N:10]=[C:11]([C:22]2[S:23][CH:24]=[C:25]([CH2:27][C:28]([NH:30][CH:31]([CH3:33])[CH3:32])=[O:29])[N:26]=2)[NH:12][C:13]([CH2:20][N:34]2[CH2:39][CH2:38][O:37][CH2:36][CH:35]2[C:40]([OH:42])=[O:41])=[C:14]1[C:15]([O:17][CH2:18][CH3:19])=[O:16]. (4) Given the reactants [N:1]1([C:7]2[CH:16]=[CH:15][CH:14]=[C:13]3[C:8]=2[C:9]([NH2:18])=[N:10][C:11]([NH2:17])=[N:12]3)[CH2:6][CH2:5][NH:4][CH2:3][CH2:2]1.[Cl:19][C:20]1[CH:27]=[CH:26][C:23]([CH2:24]Cl)=[CH:22][CH:21]=1, predict the reaction product. The product is: [Cl:19][C:20]1[CH:27]=[CH:26][C:23]([CH2:24][N:4]2[CH2:5][CH2:6][N:1]([C:7]3[CH:16]=[CH:15][CH:14]=[C:13]4[C:8]=3[C:9]([NH2:18])=[N:10][C:11]([NH2:17])=[N:12]4)[CH2:2][CH2:3]2)=[CH:22][CH:21]=1.